From a dataset of Peptide-MHC class II binding affinity with 134,281 pairs from IEDB. Regression. Given a peptide amino acid sequence and an MHC pseudo amino acid sequence, predict their binding affinity value. This is MHC class II binding data. (1) The peptide sequence is PPFSRVVHLYRNGKD. The MHC is DRB3_0202 with pseudo-sequence DRB3_0202. The binding affinity (normalized) is 0.0758. (2) The peptide sequence is HGRQIRMAKLLTRDPE. The MHC is DRB1_1301 with pseudo-sequence DRB1_1301. The binding affinity (normalized) is 0.668. (3) The peptide sequence is LNKIVRMYSPTSILDIRQ. The MHC is DRB1_0103 with pseudo-sequence QEFFIASGAAVDAIMWLFLECYDIDEATYHVGFT. The binding affinity (normalized) is 0.362. (4) The peptide sequence is GELKIVDKIDAAFKI. The MHC is DRB1_0802 with pseudo-sequence DRB1_0802. The binding affinity (normalized) is 0.409. (5) The peptide sequence is GELQIVDKIDAAFII. The MHC is DRB1_1302 with pseudo-sequence DRB1_1302. The binding affinity (normalized) is 0.756. (6) The peptide sequence is IIELFTAKGFTVQEM. The MHC is DRB1_1501 with pseudo-sequence DRB1_1501. The binding affinity (normalized) is 0.792. (7) The peptide sequence is FIGYGKATLECQVQTKK. The MHC is HLA-DQA10501-DQB10302 with pseudo-sequence HLA-DQA10501-DQB10302. The binding affinity (normalized) is 0.368. (8) The binding affinity (normalized) is 0.0170. The MHC is H-2-IEd with pseudo-sequence H-2-IEd. The peptide sequence is MRKPQQGASGVVRVW. (9) The MHC is DRB1_0301 with pseudo-sequence DRB1_0301. The peptide sequence is KGILGFVFTLTVPSE. The binding affinity (normalized) is 0.450. (10) The peptide sequence is ENRSWYLTENIQRFLPNPAG. The MHC is DRB1_0401 with pseudo-sequence DRB1_0401. The binding affinity (normalized) is 0.00377.